This data is from Catalyst prediction with 721,799 reactions and 888 catalyst types from USPTO. The task is: Predict which catalyst facilitates the given reaction. (1) Reactant: [CH3:1][CH:2]([N:4]1[C:8]2[N:9]=[C:10]([C:16]3[CH:21]=[CH:20][N:19]=[CH:18][CH:17]=3)[CH:11]=[C:12]([C:13]([OH:15])=O)[C:7]=2[CH:6]=[N:5]1)[CH3:3].[NH2:22][CH2:23][C:24]1[C:25](=[O:32])[NH:26][C:27]([CH3:31])=[CH:28][C:29]=1[CH3:30].CN1CCOCC1.ON1C2N=CC=CC=2N=N1.C(Cl)CCl. Product: [CH3:30][C:29]1[CH:28]=[C:27]([CH3:31])[NH:26][C:25](=[O:32])[C:24]=1[CH2:23][NH:22][C:13]([C:12]1[C:7]2[CH:6]=[N:5][N:4]([CH:2]([CH3:1])[CH3:3])[C:8]=2[N:9]=[C:10]([C:16]2[CH:21]=[CH:20][N:19]=[CH:18][CH:17]=2)[CH:11]=1)=[O:15]. The catalyst class is: 16. (2) Reactant: [F:1][C:2]([F:7])([F:6])[C:3]([OH:5])=[O:4].FC(F)(F)C(O)=O.[O:15]1[CH2:20][CH2:19][N:18]([C:21]2[CH:26]=[CH:25][C:24]([C:27]3[C:35]4[C:30](=[CH:31][CH:32]=[C:33]([NH2:36])[CH:34]=4)[NH:29][N:28]=3)=[CH:23][CH:22]=2)[CH2:17][CH2:16]1.[CH2:37]([C:39]1[CH:44]=[CH:43][CH:42]=[C:41]([CH2:45][CH3:46])[C:40]=1[N:47]=[C:48]=[O:49])[CH3:38].CCN(C(C)C)C(C)C. Product: [CH2:37]([C:39]1[CH:44]=[CH:43][CH:42]=[C:41]([CH2:45][CH3:46])[C:40]=1[NH:47][C:48]([NH:36][C:33]1[CH:34]=[C:35]2[C:30](=[CH:31][CH:32]=1)[NH:29][N:28]=[C:27]2[C:24]1[CH:25]=[CH:26][C:21]([N:18]2[CH2:19][CH2:20][O:15][CH2:16][CH2:17]2)=[CH:22][CH:23]=1)=[O:49])[CH3:38].[C:3]([OH:5])([C:2]([F:7])([F:6])[F:1])=[O:4]. The catalyst class is: 3. (3) Reactant: [CH3:1][N:2]([CH:10]1[CH2:15][CH2:14][N:13]([C:16]2[N:21]=[CH:20][C:19](B3OC(C)(C)C(C)(C)O3)=[CH:18][N:17]=2)[CH2:12][CH2:11]1)[C:3](=[O:9])[O:4][C:5]([CH3:8])([CH3:7])[CH3:6].Br[C:32]1[CH:37]=[CH:36][C:35]([N:38]2[C:42](=[O:43])[N:41]([CH2:44][CH2:45][CH3:46])[N:40]=[CH:39]2)=[C:34]([F:47])[CH:33]=1.C(=O)([O-])[O-].[Na+].[Na+]. Product: [F:47][C:34]1[CH:33]=[C:32]([C:19]2[CH:18]=[N:17][C:16]([N:13]3[CH2:14][CH2:15][CH:10]([N:2]([CH3:1])[C:3](=[O:9])[O:4][C:5]([CH3:7])([CH3:8])[CH3:6])[CH2:11][CH2:12]3)=[N:21][CH:20]=2)[CH:37]=[CH:36][C:35]=1[N:38]1[C:42](=[O:43])[N:41]([CH2:44][CH2:45][CH3:46])[N:40]=[CH:39]1. The catalyst class is: 427. (4) Reactant: [Br:1][CH2:2][CH2:3]Br.C([O-])([O-])=O.[Cs+].[Cs+].[C:11]([N:18]1[C:30]2[C:29]([OH:31])=[C:28]3[N:32]([C:40]([O:42][C:43]([CH3:46])([CH3:45])[CH3:44])=[O:41])[C:33]4[CH:34]=[CH:35][C:36]([F:39])=[CH:37][C:38]=4[C:27]3=[CH:26][C:25]=2[C:24]2[C:19]1=[CH:20][CH:21]=[C:22]([F:47])[CH:23]=2)([O:13][C:14]([CH3:17])([CH3:16])[CH3:15])=[O:12]. Product: [C:40]([N:32]1[C:28]2[C:29]([O:31][CH2:3][CH2:2][Br:1])=[C:30]3[N:18]([C:11]([O:13][C:14]([CH3:17])([CH3:16])[CH3:15])=[O:12])[C:19]4[CH:20]=[CH:21][C:22]([F:47])=[CH:23][C:24]=4[C:25]3=[CH:26][C:27]=2[C:38]2[C:33]1=[CH:34][CH:35]=[C:36]([F:39])[CH:37]=2)([O:42][C:43]([CH3:46])([CH3:45])[CH3:44])=[O:41]. The catalyst class is: 10.